The task is: Predict the reactants needed to synthesize the given product.. This data is from Full USPTO retrosynthesis dataset with 1.9M reactions from patents (1976-2016). (1) Given the product [OH:34][CH2:33][CH2:32][N:1]([CH2:2][C:3]1[CH:8]=[CH:7][C:6]([C:9]2[NH:26][C:12]3[N:13]=[CH:14][N:15]=[C:16]([NH:17][C@@H:18]([C:20]4[CH:25]=[CH:24][CH:23]=[CH:22][CH:21]=4)[CH3:19])[C:11]=3[CH:10]=2)=[CH:5][CH:4]=1)[CH2:29][CH2:28][OH:30], predict the reactants needed to synthesize it. The reactants are: [NH2:1][CH2:2][C:3]1[CH:8]=[CH:7][C:6]([C:9]2[NH:26][C:12]3[N:13]=[CH:14][N:15]=[C:16]([NH:17][C@@H:18]([C:20]4[CH:25]=[CH:24][CH:23]=[CH:22][CH:21]=4)[CH3:19])[C:11]=3[CH:10]=2)=[CH:5][CH:4]=1.O.[CH2:28]1[O:30][CH2:29]1.C1C[O:34][CH2:33][CH2:32]1. (2) Given the product [CH2:17]([O:16][C:14](=[O:15])[CH2:13][O:11][CH2:10][CH2:9][C:3]1[C:4]([F:8])=[CH:5][CH:6]=[CH:7][C:2]=1[Cl:1])[CH3:18], predict the reactants needed to synthesize it. The reactants are: [Cl:1][C:2]1[CH:7]=[CH:6][CH:5]=[C:4]([F:8])[C:3]=1[CH2:9][CH2:10][OH:11].I[CH2:13][C:14]([O:16][CH2:17][CH3:18])=[O:15].C(C1C=CC=C(C(C)(C)C)N=1)(C)(C)C. (3) Given the product [CH2:11]([S:8][C:1](=[NH:9])[C:2]1[CH:7]=[CH:6][CH:5]=[CH:4][CH:3]=1)[CH3:12], predict the reactants needed to synthesize it. The reactants are: [C:1]([NH2:9])(=[S:8])[C:2]1[CH:7]=[CH:6][CH:5]=[CH:4][CH:3]=1.I[CH2:11][CH3:12]. (4) The reactants are: [Cl:1][C:2]1[C:10]2[N:9]=[C:8]3[N:11]([C:15]4[CH:20]=[CH:19][C:18]([Cl:21])=[CH:17][C:16]=4[Cl:22])[CH2:12][CH2:13][CH2:14][N:7]3[C:6]=2[C:5]([CH2:23]SCC)=[CH:4][CH:3]=1.Cl[C:28]1C=CC=C(C(OO)=O)[CH:29]=1.[S:38]([O-:42])([O-])(=[O:40])=S.[Na+].[Na+]. Given the product [Cl:1][C:2]1[C:10]2[N:9]=[C:8]3[N:11]([C:15]4[CH:20]=[CH:19][C:18]([Cl:21])=[CH:17][C:16]=4[Cl:22])[CH2:12][CH2:13][CH2:14][N:7]3[C:6]=2[C:5]([CH2:23][S:38]([CH2:28][CH3:29])(=[O:42])=[O:40])=[CH:4][CH:3]=1, predict the reactants needed to synthesize it.